The task is: Binary Classification. Given a miRNA mature sequence and a target amino acid sequence, predict their likelihood of interaction.. This data is from Experimentally validated miRNA-target interactions with 360,000+ pairs, plus equal number of negative samples. (1) The miRNA is ssc-miR-143-3p with sequence UGAGAUGAAGCACUGUAGCUC. The protein sequence of the target gene is MWPQPYLPPHPMMLEESRQNKLAAAKKKLKEYQQRKSPGIPAGAKTKKKKTDSSPETTTSGGGHSPGDSQYQELAVALESSSVTISQLNENIESLKQQKKQVEHQLEEAKKTNNEIHKAQMERLETINILTLEKADLKTTLYHTKRAARHFEEESKDLAGRLQYSLQRIQELERALCAVSTQQQEEDRSSSCREAVLHRRLQQTIKERALLNAHVTQVTESLKQVQLERDEYAKHIKGERARWQERMWKMSVEARTLKEEKKRDIHRIQELERSLSELKNQMAKPPSLAPPAVTSVVEQL.... Result: 0 (no interaction). (2) The protein sequence of the target gene is MALLFSLILAICTRPGFLASPSGVRLVGGLHRCEGRVEVEQKGQWGTVCDDGWDIKDVAVLCRELGCGAASGTPSGILYEPPAEKEQKVLIQSVSCTGTEDTLAQCEQEEVYDCSHDEDAGASCENPESSFSPVPEGVRLADGPGHCKGRVEVKHQNQWYTVCQTGWSLRAAKVVCRQLGCGRAVLTQKRCNKHAYGRKPIWLSQMSCSGREATLQDCPSGPWGKNTCNHDEDTWVECEDPFDLRLVGGDNLCSGRLEVLHKGVWGSVCDDNWGEKEDQVVCKQLGCGKSLSPSFRDRKC.... The miRNA is mmu-miR-9768-3p with sequence ACUGCCUUCCUUUGUGUGGCCCAG. Result: 0 (no interaction).